This data is from Forward reaction prediction with 1.9M reactions from USPTO patents (1976-2016). The task is: Predict the product of the given reaction. (1) Given the reactants Cl[C:2]1[N:7]=[C:6]([C:8]([F:11])([F:10])[F:9])[CH:5]=[CH:4][N:3]=1.[Br:12][C:13]1[CH:14]=[C:15]([CH:17]=[C:18]([C:20]([F:23])([F:22])[F:21])[CH:19]=1)[NH2:16].O.C1(C)C=CC(S(O)(=O)=O)=CC=1, predict the reaction product. The product is: [Br:12][C:13]1[CH:14]=[C:15]([NH:16][C:2]2[N:7]=[C:6]([C:8]([F:11])([F:10])[F:9])[CH:5]=[CH:4][N:3]=2)[CH:17]=[C:18]([C:20]([F:22])([F:23])[F:21])[CH:19]=1. (2) Given the reactants C(OC1C(Br)=CC(C(C2C=CC(CC)=CC=2)O)=C(C)C=1)C1C=CC=CC=1.[CH2:27]([O:34][C:35]1[C:40]([Br:41])=[CH:39][C:38]([CH:42]([C:44]2[CH:49]=[CH:48][C:47]([S:50][CH3:51])=[CH:46][CH:45]=2)O)=[C:37]([CH3:52])[CH:36]=1)[C:28]1[CH:33]=[CH:32][CH:31]=[CH:30][CH:29]=1, predict the reaction product. The product is: [CH2:27]([O:34][C:35]1[CH:36]=[C:37]([CH3:52])[C:38]([CH2:42][C:44]2[CH:45]=[CH:46][C:47]([S:50][CH3:51])=[CH:48][CH:49]=2)=[CH:39][C:40]=1[Br:41])[C:28]1[CH:29]=[CH:30][CH:31]=[CH:32][CH:33]=1. (3) Given the reactants [CH3:1][C:2]([S:7][C:8]1[S:12][C:11]([NH:13][C:14]([N:16]([C@H:27]2[CH2:32][CH2:31][C@H:30]([CH3:33])[CH2:29][CH2:28]2)[CH2:17][CH2:18][CH2:19][CH2:20][C:21]2[CH:26]=[CH:25][CH:24]=CC=2)=[O:15])=[N:10][CH:9]=1)([CH3:6])[C:3]([OH:5])=[O:4].CO[C:36]1[CH:41]=CC(CCO)=C[CH:37]=1.[CH3:45][O:46]C(C1(SC2SC(N)=NC=2)CCCCC1)=O.C(OC(=O)C(SC1SC(N)=NC=1)(C)C)C, predict the reaction product. The product is: [CH3:45][O:46][C:26]1[CH:25]=[CH:24][C:19]([CH2:18][CH2:17][N:16]([C@H:27]2[CH2:28][CH2:29][C@H:30]([CH3:33])[CH2:31][CH2:32]2)[C:14](=[O:15])[NH:13][C:11]2[S:12][C:8]([S:7][C:2]3([C:3]([OH:5])=[O:4])[CH2:6][CH2:41][CH2:36][CH2:37][CH2:1]3)=[CH:9][N:10]=2)=[CH:20][CH:21]=1. (4) Given the reactants IC.[F:3][C:4]1[C:12]([F:13])=[C:11](O)[CH:10]=[CH:9][C:5]=1[C:6]([OH:8])=[O:7].[C:15](=O)([O-])[O-].[Li+].[Li+].CN(C)[CH:23]=[O:24], predict the reaction product. The product is: [F:3][C:4]1[C:12]([F:13])=[C:11]([O:24][CH3:23])[CH:10]=[CH:9][C:5]=1[C:6]([O:8][CH3:15])=[O:7]. (5) Given the reactants [O:1]([CH:8]([C:10]1[CH:19]=[CH:18][C:13]([C:14]([O:16]C)=[O:15])=[CH:12][N:11]=1)[CH3:9])[C:2]1[CH:7]=[CH:6][CH:5]=[CH:4][CH:3]=1.[OH-].[Li+], predict the reaction product. The product is: [O:1]([CH:8]([C:10]1[CH:19]=[CH:18][C:13]([C:14]([OH:16])=[O:15])=[CH:12][N:11]=1)[CH3:9])[C:2]1[CH:7]=[CH:6][CH:5]=[CH:4][CH:3]=1. (6) The product is: [OH:1][CH2:2][CH2:3][N:4]1[C:16]2[C:15]3[N:14]=[C:13]([O:17][CH3:18])[N:12]=[CH:11][C:10]=3[CH:9]=[CH:8][C:7]=2[C:6]([C:19]([O:21][CH2:22][CH3:23])=[O:20])=[N:5]1. Given the reactants [OH:1][CH2:2][CH2:3][N:4]1[C:16]2[C:15]3[N:14]=[C:13]([O:17][CH3:18])[N:12]=[CH:11][C:10]=3[CH2:9][CH2:8][C:7]=2[C:6]([C:19]([O:21][CH2:22][CH3:23])=[O:20])=[N:5]1.ClC1C(=O)C(C#N)=C(C#N)C(=O)C=1Cl, predict the reaction product. (7) The product is: [CH2:19]([O:18][C:16](=[O:17])[NH:15][CH2:14][C@H:11]1[CH2:12][CH2:13][C@@H:8]([NH2:7])[CH2:9][CH2:10]1)[C:20]1[CH:21]=[CH:22][CH:23]=[CH:24][CH:25]=1. Given the reactants C(OC(=O)[NH:7][C@H:8]1[CH2:13][CH2:12][C@@H:11]([CH2:14][NH:15][C:16]([O:18][CH2:19][C:20]2[CH:25]=[CH:24][CH:23]=[CH:22][CH:21]=2)=[O:17])[CH2:10][CH2:9]1)(C)(C)C.Cl, predict the reaction product.